Dataset: Forward reaction prediction with 1.9M reactions from USPTO patents (1976-2016). Task: Predict the product of the given reaction. (1) Given the reactants [F:1][C:2]([F:26])([F:25])[O:3][C:4]1[CH:9]=[CH:8][C:7]([N:10]2[CH:14]=[N:13][C:12]([C:15]3[CH:20]=[CH:19][C:18]([CH2:21][C:22](=O)[CH3:23])=[CH:17][CH:16]=3)=[N:11]2)=[CH:6][CH:5]=1.C([O-])(=O)C.[NH4+].C([BH3-])#[N:33].[Na+], predict the reaction product. The product is: [F:1][C:2]([F:26])([F:25])[O:3][C:4]1[CH:9]=[CH:8][C:7]([N:10]2[CH:14]=[N:13][C:12]([C:15]3[CH:20]=[CH:19][C:18]([CH2:21][CH:22]([NH2:33])[CH3:23])=[CH:17][CH:16]=3)=[N:11]2)=[CH:6][CH:5]=1. (2) Given the reactants [Br:1][C:2]1[C:3]2[N:4]([C:9]([C:12]([OH:14])=O)=[CH:10][N:11]=2)[N:5]=[C:6]([Cl:8])[CH:7]=1.ClC1C=C(Cl)C2N(C(C(O)=O)=CN=2)N=1.C(Cl)(=O)C(Cl)=O.C(N(CC)CC)C.[N:42]1[CH:47]=[CH:46][C:45]([NH2:48])=[CH:44][CH:43]=1.ClC1C=C(Cl)C2N(C(C(NC3C=CN=CC=3)=O)=CN=2)N=1, predict the reaction product. The product is: [Br:1][C:2]1[C:3]2[N:4]([C:9]([C:12]([NH:48][C:45]3[CH:46]=[CH:47][N:42]=[CH:43][CH:44]=3)=[O:14])=[CH:10][N:11]=2)[N:5]=[C:6]([Cl:8])[CH:7]=1. (3) Given the reactants Br[C:2]1[N:7]=[C:6]([CH:8]([OH:12])[C:9]([NH2:11])=[O:10])[CH:5]=[CH:4][CH:3]=1.[C:13]([C:15]1[CH:16]=[C:17]([CH:28]=[CH:29][C:30]=1[C:31]([F:34])([F:33])[F:32])[O:18][C:19]1[CH:24]=[CH:23][C:22](B(O)O)=[CH:21][CH:20]=1)#[N:14].C(=O)([O-])[O-].[Cs+].[Cs+], predict the reaction product. The product is: [C:13]([C:15]1[CH:16]=[C:17]([CH:28]=[CH:29][C:30]=1[C:31]([F:32])([F:33])[F:34])[O:18][C:19]1[CH:24]=[CH:23][C:22]([C:2]2[N:7]=[C:6]([CH:8]([OH:12])[C:9]([NH2:11])=[O:10])[CH:5]=[CH:4][CH:3]=2)=[CH:21][CH:20]=1)#[N:14]. (4) The product is: [CH2:1]([C:8]1[NH:12][C:11]2[CH:13]=[CH:14][C:15]([CH2:17][NH:18][C:45](=[O:46])[C:44]3[CH:48]=[CH:49][C:41]([OH:40])=[CH:42][CH:43]=3)=[CH:16][C:10]=2[N:9]=1)[C:2]1[CH:3]=[CH:4][CH:5]=[CH:6][CH:7]=1. Given the reactants [CH2:1]([C:8]1[NH:12][C:11]2[CH:13]=[CH:14][C:15]([CH2:17][NH2:18])=[CH:16][C:10]=2[N:9]=1)[C:2]1[CH:7]=[CH:6][CH:5]=[CH:4][CH:3]=1.CCN=C=NCCCN(C)C.C1C=CC2N(O)N=NC=2C=1.[OH:40][C:41]1[CH:49]=[CH:48][C:44]([C:45](O)=[O:46])=[CH:43][CH:42]=1, predict the reaction product. (5) Given the reactants [C:1]([NH:5][C:6]([C:8]1[CH:13]=[CH:12][CH:11]=[C:10]([CH2:14][N:15]2[C:23]3[C:18](=[CH:19][C:20]([N+:24]([O-])=O)=[CH:21][CH:22]=3)[CH:17]=[CH:16]2)[N:9]=1)=[O:7])([CH3:4])([CH3:3])[CH3:2], predict the reaction product. The product is: [NH2:24][C:20]1[CH:19]=[C:18]2[C:23](=[CH:22][CH:21]=1)[N:15]([CH2:14][C:10]1[N:9]=[C:8]([C:6]([NH:5][C:1]([CH3:4])([CH3:3])[CH3:2])=[O:7])[CH:13]=[CH:12][CH:11]=1)[CH:16]=[CH:17]2. (6) Given the reactants [CH3:1][O:2][CH2:3][C:4]#[CH:5].CCN(CC)CC.[CH3:13][O:14][C:15]([C:17]1[C:22]([NH2:23])=[CH:21][C:20](Br)=[CH:19][N:18]=1)=[O:16].O, predict the reaction product. The product is: [CH3:13][O:14][C:15]([C:17]1[C:22]([NH2:23])=[CH:21][C:20]([C:5]#[C:4][CH2:3][O:2][CH3:1])=[CH:19][N:18]=1)=[O:16].